Dataset: Full USPTO retrosynthesis dataset with 1.9M reactions from patents (1976-2016). Task: Predict the reactants needed to synthesize the given product. (1) Given the product [NH2:36][C:20]1[C:19]2[N:28]=[C:16]([CH2:12][CH2:13][CH2:14][CH3:15])[N:17]([CH2:29][CH2:30][CH2:31][C:32](=[O:34])[CH3:33])[C:18]=2[C:27]2[N:26]=[CH:25][CH:24]=[CH:23][C:22]=2[N:21]=1, predict the reactants needed to synthesize it. The reactants are: ClC1C=C(C=CC=1)C(OO)=O.[CH2:12]([C:16]1[N:17]([CH2:29][CH2:30][CH2:31][C:32](=[O:34])[CH3:33])[C:18]2[C:27]3[N:26]=[CH:25][CH:24]=[CH:23][C:22]=3[N:21]=[CH:20][C:19]=2[N:28]=1)[CH2:13][CH2:14][CH3:15].[OH-].[NH4+:36].C1(C)C=CC(S(Cl)(=O)=O)=CC=1. (2) Given the product [CH3:1][O:2][C:3](=[O:21])[CH2:4][C:5]1[CH:10]=[CH:9][CH:8]=[C:7]([O:11][C:12]2[CH:17]=[CH:16][C:15]([Br:18])=[CH:14][C:13]=2[CH2:19][N:24]2[C@H:23]([CH3:22])[C@H:27]([C:28]3[CH:33]=[CH:32][CH:31]=[CH:30][CH:29]=3)[O:26][C:25]2=[O:34])[CH:6]=1, predict the reactants needed to synthesize it. The reactants are: [CH3:1][O:2][C:3](=[O:21])[CH2:4][C:5]1[CH:10]=[CH:9][CH:8]=[C:7]([O:11][C:12]2[CH:17]=[CH:16][C:15]([Br:18])=[CH:14][C:13]=2[CH2:19]Br)[CH:6]=1.[CH3:22][C@@H:23]1[C@H:27]([C:28]2[CH:33]=[CH:32][CH:31]=[CH:30][CH:29]=2)[O:26][C:25](=[O:34])[NH:24]1.